From a dataset of HIV replication inhibition screening data with 41,000+ compounds from the AIDS Antiviral Screen. Binary Classification. Given a drug SMILES string, predict its activity (active/inactive) in a high-throughput screening assay against a specified biological target. The compound is CC=CC(C1=C(O)C(=O)c2ccccc2C1=O)C1=C(O)C(=O)c2ccccc2C1=O. The result is 0 (inactive).